This data is from Full USPTO retrosynthesis dataset with 1.9M reactions from patents (1976-2016). The task is: Predict the reactants needed to synthesize the given product. Given the product [CH:14]1[CH:13]=[N:12][CH:11]=[C:10]2[CH2:9][O:8][C:6]3[CH:7]=[C:2]([O:16][CH2:17][C@@H:18]([N:23]4[C:24](=[O:33])[C:25]5[C:30](=[CH:29][CH:28]=[CH:27][CH:26]=5)[C:31]4=[O:32])[CH2:19][CH:20]([CH3:22])[CH3:21])[CH:3]=[CH:4][C:5]=3[C:15]=12, predict the reactants needed to synthesize it. The reactants are: Cl[C:2]1[CH:3]=[CH:4][C:5]2[C:15]3[C:10](=[CH:11][N:12]=[CH:13][CH:14]=3)[CH2:9][O:8][C:6]=2[CH:7]=1.[OH:16][CH2:17][C@@H:18]([N:23]1[C:31](=[O:32])[C:30]2[C:25](=[CH:26][CH:27]=[CH:28][CH:29]=2)[C:24]1=[O:33])[CH2:19][CH:20]([CH3:22])[CH3:21].C(P(C(C)(C)C)C1C=CC=CC=1C1C(C(C)C)=CC(C(C)C)=CC=1C(C)C)(C)(C)C.C(=O)([O-])[O-].[Cs+].[Cs+].